This data is from Reaction yield outcomes from USPTO patents with 853,638 reactions. The task is: Predict the reaction yield, written as a fraction of the theoretical maximum amount of product (1.0 means a 100% yield; for example, 0.34 means a 34% yield). (1) The reactants are C[O:2][C:3]1[CH:8]=[CH:7][C:6]([C:9]2[CH:14]=[CH:13][C:12]([O:15][CH3:16])=[CH:11][CH:10]=2)=[CH:5][N:4]=1.Br[CH2:18][C:19]1[CH:24]=[CH:23][C:22]([CH2:25][OH:26])=[CH:21][CH:20]=1. No catalyst specified. The product is [OH:26][CH2:25][C:22]1[CH:23]=[CH:24][C:19]([CH2:18][N:4]2[CH:5]=[C:6]([C:9]3[CH:14]=[CH:13][C:12]([O:15][CH3:16])=[CH:11][CH:10]=3)[CH:7]=[CH:8][C:3]2=[O:2])=[CH:20][CH:21]=1. The yield is 0.800. (2) The reactants are [C:1]1([CH2:7][C:8]2[O:12][N:11]=[C:10]([CH2:13][CH2:14][CH2:15]O)[N:9]=2)[CH:6]=[CH:5][CH:4]=[CH:3][CH:2]=1.[CH2:17]([N:21]1[C:29]2[N:28]=[C:27]([Cl:30])[N:26](CC=C)[C:25]=2[C:24](=[O:34])[NH:23][C:22]1=[O:35])[CH2:18][CH2:19][CH3:20].C1C=CC(P(C2C=CC=CC=2)C2C=CC=CC=2)=CC=1.C1C=CC(COC(/N=N/C(OCC2C=CC=CC=2)=O)=O)=CC=1. The catalyst is C1COCC1. The product is [CH2:17]([N:21]1[C:29]2[N:28]=[C:27]([Cl:30])[NH:26][C:25]=2[C:24](=[O:34])[N:23]([CH2:15][CH2:14][CH2:13][C:10]2[N:9]=[C:8]([CH2:7][C:1]3[CH:2]=[CH:3][CH:4]=[CH:5][CH:6]=3)[O:12][N:11]=2)[C:22]1=[O:35])[CH2:18][CH2:19][CH3:20]. The yield is 0.630.